From a dataset of Cav3 T-type calcium channel HTS with 100,875 compounds. Binary Classification. Given a drug SMILES string, predict its activity (active/inactive) in a high-throughput screening assay against a specified biological target. (1) The compound is O(c1cc(cc(c1)C(OC)=O)C(OC)=O)c1c(N)cc(cc1)C(OC)=O. The result is 0 (inactive). (2) The drug is s1c(C(=O)C=2C(N(CCN(C)C)C(=O)C2O)c2c(OC)ccc(OC)c2)ccc1. The result is 0 (inactive). (3) The drug is N1(CCN(CC1)c1ccccc1)CCc1n2CCCCCc2nn1. The result is 0 (inactive). (4) The compound is O(c1ccc(Cc2c(=O)[nH]cnc2O)cc1)C. The result is 0 (inactive). (5) The molecule is O1C(CCC1)CNC(=O)c1c(O)c2CCCCc2[nH]c1=O. The result is 0 (inactive). (6) The drug is O=c1n(cnc2nc3n(CCC3)c12)C. The result is 0 (inactive). (7) The drug is o1c(CCC(NC(=O)CS(=O)CC(=O)Nc2ccc(CC)cc2)C)ccc1. The result is 0 (inactive). (8) The molecule is S(C(CC)C(=O)Nc1sc(nn1)C)c1sc2c(n1)cccc2. The result is 0 (inactive). (9) The compound is O=C(N(CC)c1ccccc1)c1ccc(NC(=O)C)cc1. The result is 0 (inactive).